This data is from Forward reaction prediction with 1.9M reactions from USPTO patents (1976-2016). The task is: Predict the product of the given reaction. (1) Given the reactants [F:1][C:2]1[CH:3]=[C:4]([C:13]2[N:18]=[C:17]([N:19]3[CH2:23][C@@H:22]([CH3:24])[CH2:21][C:20]3([CH3:26])[CH3:25])[C:16]([C:27]([OH:29])=O)=[CH:15][CH:14]=2)[CH:5]=[C:6]([O:8][CH2:9][CH:10]([CH3:12])[CH3:11])[CH:7]=1.C1N=C[N:32](C(N2C=NC=C2)=O)C=1.[OH-].[NH4+], predict the reaction product. The product is: [F:1][C:2]1[CH:3]=[C:4]([C:13]2[N:18]=[C:17]([N:19]3[CH2:23][C@@H:22]([CH3:24])[CH2:21][C:20]3([CH3:26])[CH3:25])[C:16]([C:27]([NH2:32])=[O:29])=[CH:15][CH:14]=2)[CH:5]=[C:6]([O:8][CH2:9][CH:10]([CH3:12])[CH3:11])[CH:7]=1. (2) Given the reactants [CH3:1][C@H:2]1[CH2:7][CH2:6][C@H:5]([C:8](Cl)=[O:9])[CH2:4][CH2:3]1.[CH3:11][O:12][C:13]([C:15]1[S:16][C:17]([C:21]#[C:22][C:23]([CH3:26])([CH3:25])[CH3:24])=[CH:18][C:19]=1[NH2:20])=[O:14].O, predict the reaction product. The product is: [CH3:11][O:12][C:13]([C:15]1[S:16][C:17]([C:21]#[C:22][C:23]([CH3:26])([CH3:25])[CH3:24])=[CH:18][C:19]=1[NH:20][C:8]([C@H:5]1[CH2:6][CH2:7][C@H:2]([CH3:1])[CH2:3][CH2:4]1)=[O:9])=[O:14].